Dataset: Reaction yield outcomes from USPTO patents with 853,638 reactions. Task: Predict the reaction yield, written as a fraction of the theoretical maximum amount of product (1.0 means a 100% yield; for example, 0.34 means a 34% yield). The reactants are [C:1]1([C:7]([O:9][C@H:10]2[CH2:20][O:19][C@H:12]3[C@H:13]([OH:18])[C@H:14]([O:17][C@@H:11]23)[O:15][CH3:16])=[O:8])[CH:6]=[CH:5][CH:4]=[CH:3][CH:2]=1.[CH3:21]I. The catalyst is CN(C=O)C.C(OCC)(=O)C.[Ag-]=O. The product is [CH3:21][O:18][C@H:13]1[C@@H:12]2[O:19][CH2:20][C@H:10]([O:9][C:7]([C:1]3[CH:2]=[CH:3][CH:4]=[CH:5][CH:6]=3)=[O:8])[C@@H:11]2[O:17][C@@H:14]1[O:15][CH3:16]. The yield is 0.760.